From a dataset of NCI-60 drug combinations with 297,098 pairs across 59 cell lines. Regression. Given two drug SMILES strings and cell line genomic features, predict the synergy score measuring deviation from expected non-interaction effect. (1) Drug 1: CC1C(C(=O)NC(C(=O)N2CCCC2C(=O)N(CC(=O)N(C(C(=O)O1)C(C)C)C)C)C(C)C)NC(=O)C3=C4C(=C(C=C3)C)OC5=C(C(=O)C(=C(C5=N4)C(=O)NC6C(OC(=O)C(N(C(=O)CN(C(=O)C7CCCN7C(=O)C(NC6=O)C(C)C)C)C)C(C)C)C)N)C. Drug 2: CCC1=C2CN3C(=CC4=C(C3=O)COC(=O)C4(CC)O)C2=NC5=C1C=C(C=C5)O. Cell line: UO-31. Synergy scores: CSS=20.2, Synergy_ZIP=-5.47, Synergy_Bliss=1.23, Synergy_Loewe=-39.6, Synergy_HSA=0.0156. (2) Drug 1: CC1=C2C(C(=O)C3(C(CC4C(C3C(C(C2(C)C)(CC1OC(=O)C(C(C5=CC=CC=C5)NC(=O)C6=CC=CC=C6)O)O)OC(=O)C7=CC=CC=C7)(CO4)OC(=O)C)O)C)OC(=O)C. Drug 2: C1CCC(C(C1)N)N.C(=O)(C(=O)[O-])[O-].[Pt+4]. Cell line: K-562. Synergy scores: CSS=69.1, Synergy_ZIP=9.91, Synergy_Bliss=9.80, Synergy_Loewe=0.107, Synergy_HSA=10.8. (3) Drug 1: CC1=C2C(C(=O)C3(C(CC4C(C3C(C(C2(C)C)(CC1OC(=O)C(C(C5=CC=CC=C5)NC(=O)C6=CC=CC=C6)O)O)OC(=O)C7=CC=CC=C7)(CO4)OC(=O)C)O)C)OC(=O)C. Drug 2: COC1=C2C(=CC3=C1OC=C3)C=CC(=O)O2. Cell line: T-47D. Synergy scores: CSS=14.3, Synergy_ZIP=-2.03, Synergy_Bliss=-0.706, Synergy_Loewe=-29.2, Synergy_HSA=-1.42. (4) Drug 1: CS(=O)(=O)C1=CC(=C(C=C1)C(=O)NC2=CC(=C(C=C2)Cl)C3=CC=CC=N3)Cl. Drug 2: C1=C(C(=O)NC(=O)N1)N(CCCl)CCCl. Cell line: OVCAR-5. Synergy scores: CSS=22.0, Synergy_ZIP=-1.75, Synergy_Bliss=7.21, Synergy_Loewe=4.79, Synergy_HSA=7.72. (5) Drug 1: CC12CCC3C(C1CCC2O)C(CC4=C3C=CC(=C4)O)CCCCCCCCCS(=O)CCCC(C(F)(F)F)(F)F. Drug 2: C1C(C(OC1N2C=NC(=NC2=O)N)CO)O. Cell line: EKVX. Synergy scores: CSS=-2.77, Synergy_ZIP=0.814, Synergy_Bliss=-0.361, Synergy_Loewe=-7.32, Synergy_HSA=-5.90. (6) Drug 1: CS(=O)(=O)C1=CC(=C(C=C1)C(=O)NC2=CC(=C(C=C2)Cl)C3=CC=CC=N3)Cl. Drug 2: CN1C(=O)N2C=NC(=C2N=N1)C(=O)N. Cell line: NCI/ADR-RES. Synergy scores: CSS=5.93, Synergy_ZIP=-0.538, Synergy_Bliss=1.96, Synergy_Loewe=-6.32, Synergy_HSA=-2.59. (7) Drug 1: CC1C(C(CC(O1)OC2CC(CC3=C2C(=C4C(=C3O)C(=O)C5=C(C4=O)C(=CC=C5)OC)O)(C(=O)CO)O)N)O.Cl. Drug 2: COC1=C2C(=CC3=C1OC=C3)C=CC(=O)O2. Cell line: SW-620. Synergy scores: CSS=10.5, Synergy_ZIP=4.57, Synergy_Bliss=7.53, Synergy_Loewe=4.64, Synergy_HSA=6.83. (8) Synergy scores: CSS=31.0, Synergy_ZIP=-3.15, Synergy_Bliss=-3.56, Synergy_Loewe=-1.52, Synergy_HSA=-0.725. Drug 1: C1CN(CCN1C(=O)CCBr)C(=O)CCBr. Cell line: NCI-H322M. Drug 2: CC1C(C(CC(O1)OC2CC(CC3=C2C(=C4C(=C3O)C(=O)C5=C(C4=O)C(=CC=C5)OC)O)(C(=O)CO)O)N)O.Cl. (9) Drug 1: CC1=C(C(CCC1)(C)C)C=CC(=CC=CC(=CC(=O)O)C)C. Drug 2: B(C(CC(C)C)NC(=O)C(CC1=CC=CC=C1)NC(=O)C2=NC=CN=C2)(O)O. Cell line: HS 578T. Synergy scores: CSS=45.5, Synergy_ZIP=-4.80, Synergy_Bliss=-5.65, Synergy_Loewe=-3.80, Synergy_HSA=-2.38. (10) Drug 1: CCN(CC)CCNC(=O)C1=C(NC(=C1C)C=C2C3=C(C=CC(=C3)F)NC2=O)C. Drug 2: C1=CN(C=N1)CC(O)(P(=O)(O)O)P(=O)(O)O. Cell line: UO-31. Synergy scores: CSS=-0.331, Synergy_ZIP=0.279, Synergy_Bliss=1.22, Synergy_Loewe=-1.05, Synergy_HSA=-0.874.